This data is from Reaction yield outcomes from USPTO patents with 853,638 reactions. The task is: Predict the reaction yield, written as a fraction of the theoretical maximum amount of product (1.0 means a 100% yield; for example, 0.34 means a 34% yield). (1) The reactants are C(OC([NH:8][CH2:9][C:10](O)=[O:11])=O)(C)(C)C.CCN(C(C)C)C(C)C.CN(C(ON1N=NC2C=CC=CC1=2)=[N+](C)C)C.[B-](F)(F)(F)F.[CH:44]1([CH2:50][C@H:51]([C:53]([OH:55])=[O:54])[NH2:52])[CH2:49][CH2:48][CH2:47][CH2:46][CH2:45]1. The catalyst is C(Cl)Cl. The product is [NH2:8][CH2:9][C:10]([NH:52][C@@H:51]([C:53]([OH:55])=[O:54])[CH2:50][CH:44]1[CH2:49][CH2:48][CH2:47][CH2:46][CH2:45]1)=[O:11]. The yield is 0.200. (2) The reactants are [C:1]([C:4]1[C:9]([NH:10][C:11]([C:13]2[S:14][CH:15]=[C:16]([CH:18]([CH3:20])[CH3:19])[N:17]=2)=O)=[CH:8][C:7]([Cl:21])=[C:6]([O:22][CH3:23])[CH:5]=1)(=[O:3])[CH3:2].C(C1N=C(C2C=C(O)C3C(=CC(OC)=CC=3)N=2)SC=1)(C)C. No catalyst specified. The product is [Cl:21][C:7]1[CH:8]=[C:9]2[C:4]([C:1]([OH:3])=[CH:2][C:11]([C:13]3[S:14][CH:15]=[C:16]([CH:18]([CH3:20])[CH3:19])[N:17]=3)=[N:10]2)=[CH:5][C:6]=1[O:22][CH3:23]. The yield is 0.700. (3) The reactants are [Cl:1][C:2]1[C:7]([O:8][C:9]2[CH:14]=[CH:13][C:12]([F:15])=[CH:11][C:10]=2[F:16])=[CH:6][N:5]=[C:4](SC)[N:3]=1.[CH:19]1C=C(Cl)C=C(C(OO)=O)C=1.[O-:30][S:31]([O-:33])=O.[Na+].[Na+].CC(=O)OCC. The catalyst is C(Cl)Cl. The product is [Cl:1][C:2]1[C:7]([O:8][C:9]2[CH:14]=[CH:13][C:12]([F:15])=[CH:11][C:10]=2[F:16])=[CH:6][N:5]=[C:4]([S:31]([CH3:19])(=[O:33])=[O:30])[N:3]=1. The yield is 0.391. (4) The reactants are [CH2:1](O)[CH2:2][CH2:3][CH2:4][CH2:5][CH2:6][CH2:7][CH2:8][CH:9]=[CH2:10].C1(P(C2C=CC=CC=2)C2C=CC=CC=2)C=CC=CC=1.C1C(=O)N([Br:38])C(=O)C1. The catalyst is CN(C=O)C. The product is [Br:38][CH2:1][CH2:2][CH2:3][CH2:4][CH2:5][CH2:6][CH2:7][CH2:8][CH:9]=[CH2:10]. The yield is 0.810. (5) The reactants are [NH2:1][C:2]1[CH:7]=[CH:6][C:5]([Cl:8])=[CH:4][C:3]=1[S:9]([NH2:12])(=[O:11])=[O:10].[Cl:13][C:14]1[CH:19]=[CH:18][C:17](/[CH:20]=[CH:21]/[S:22](Cl)(=[O:24])=[O:23])=[C:16]([O:26][CH3:27])[CH:15]=1. The catalyst is N1C=CC=CC=1. The product is [Cl:8][C:5]1[CH:6]=[CH:7][C:2]([NH:1][S:22](/[CH:21]=[CH:20]/[C:17]2[CH:18]=[CH:19][C:14]([Cl:13])=[CH:15][C:16]=2[O:26][CH3:27])(=[O:23])=[O:24])=[C:3]([S:9]([NH2:12])(=[O:11])=[O:10])[CH:4]=1. The yield is 0.990. (6) The yield is 0.474. The product is [N:28]([C:22]1[N:23]=[CH:24][C:25]2[C:20]([CH:21]=1)=[CH:19][C:18]([CH3:17])=[CH:27][CH:26]=2)=[C:1]=[S:2]. The reactants are [C:1](N1C=CC=CC1=O)(N1C=CC=CC1=O)=[S:2].[CH3:17][C:18]1[CH:19]=[C:20]2[C:25](=[CH:26][CH:27]=1)[CH:24]=[N:23][C:22]([NH2:28])=[CH:21]2. The catalyst is ClCCl. (7) The reactants are C[O:2][C:3]1[N:4]=[CH:5][CH:6]=[C:7]2[C:11]([C:12]3[CH:17]=[CH:16][CH:15]=[CH:14][CH:13]=3)=[C:10]([C:18]3[CH:23]=[CH:22][C:21]([C:24]4([NH:28]C(=O)OC(C)(C)C)[CH2:27][CH2:26][CH2:25]4)=[CH:20][CH:19]=3)[O:9][C:8]=12.[I-].[Na+].Cl[Si](C)(C)C. The catalyst is C(#N)C. The product is [NH2:28][C:24]1([C:21]2[CH:20]=[CH:19][C:18]([C:10]3[O:9][C:8]4[C:3](=[O:2])[NH:4][CH:5]=[CH:6][C:7]=4[C:11]=3[C:12]3[CH:17]=[CH:16][CH:15]=[CH:14][CH:13]=3)=[CH:23][CH:22]=2)[CH2:25][CH2:26][CH2:27]1. The yield is 0.940.